This data is from KCNQ2 potassium channel screen with 302,405 compounds. The task is: Binary Classification. Given a drug SMILES string, predict its activity (active/inactive) in a high-throughput screening assay against a specified biological target. (1) The compound is O(c1ccc(n2c3c(nc2C)cc(cc3)C(=O)NCc2occc2)cc1)C. The result is 0 (inactive). (2) The compound is Clc1cc(NC(=O)C\C(=N\NC(=S)N)C)ccc1Cl. The result is 0 (inactive). (3) The molecule is S(c1c2c(ccc1)cccc2)Cc1noc(c1C(O)=O)C(=O)NC(C)C. The result is 0 (inactive). (4) The drug is O=C(Nc1ccc(c2nn3c(nnc3)cc2)cc1)C(C)C. The result is 0 (inactive). (5) The drug is Fc1ccc(Nc2nc3c(cc(OC)c(OC)c3)c(n2)N)cc1. The result is 0 (inactive). (6) The molecule is o1c2c(CCCC2)c2c1ccc(OCC(=O)NC)c2. The result is 0 (inactive). (7) The compound is O=C1N(C(=O)N(C1CC(=O)Nc1ccccc1)Cc1cc(OC)c(OC)cc1)c1ccc(OC)cc1. The result is 0 (inactive). (8) The compound is Brc1cc(OCC(=O)NCc2ccccc2)c(CNCCN(CC)CC)cc1. The result is 0 (inactive). (9) The compound is Clc1c(NC(=O)CSc2n(c3ccccc3)cnn2)cc(S(=O)(=O)C)cc1. The result is 0 (inactive). (10) The molecule is s1c(C(N2CCN(CC2)c2c(OC)cccc2)C(NC(=O)C(=O)N2CCOCC2)C)ccc1. The result is 0 (inactive).